Predict which catalyst facilitates the given reaction. From a dataset of Catalyst prediction with 721,799 reactions and 888 catalyst types from USPTO. (1) Reactant: Br[CH2:2][C:3]1[C:13]([Cl:14])=[N:12][CH:11]=[CH:10][C:4]=1[C:5]([O:7]CC)=O.Cl.[F:16][C:17]([F:30])([F:29])[CH2:18][O:19][C:20]1[N:25]=[CH:24][C:23]([CH:26]([NH2:28])[CH3:27])=[CH:22][CH:21]=1.C(=O)([O-])[O-].[Cs+].[Cs+]. Product: [Cl:14][C:13]1[C:3]2[CH2:2][N:28]([CH:26]([C:23]3[CH:24]=[N:25][C:20]([O:19][CH2:18][C:17]([F:30])([F:16])[F:29])=[CH:21][CH:22]=3)[CH3:27])[C:5](=[O:7])[C:4]=2[CH:10]=[CH:11][N:12]=1. The catalyst class is: 1. (2) Reactant: [NH2:1][C:2]1[CH:7]=[CH:6][C:5]2[O:8][CH2:9][C:10]3[C:14]([C:15]([O:17]CC)=O)=[N:13][N:12]([C:20]4[CH:28]=[CH:27][C:23]5[O:24][CH2:25][O:26][C:22]=5[CH:21]=4)[C:11]=3[C:4]=2[CH:3]=1.ClC1[N:38]=CC=CC=1C(Cl)=O.C(O)C(N)(CO)CO. Product: [NH2:1][C:2]1[CH:7]=[CH:6][C:5]2[O:8][CH2:9][C:10]3[C:14]([C:15]([NH2:38])=[O:17])=[N:13][N:12]([C:20]4[CH:28]=[CH:27][C:23]5[O:24][CH2:25][O:26][C:22]=5[CH:21]=4)[C:11]=3[C:4]=2[CH:3]=1. The catalyst class is: 17. (3) Reactant: [CH3:1][C:2]1[CH:7]=[C:6]([C:8]2[CH:13]=[CH:12][C:11]([NH2:14])=[CH:10][CH:9]=2)[CH:5]=[CH:4][N:3]=1.Cl.CN(C)CCCN=C=NCC.ON1C2C=CC=CC=2N=N1.C(N(CC)CC)C.Cl.[F:45][C:46]1[N:51]=[C:50]([CH:52]([CH3:56])[C:53](O)=[O:54])[CH:49]=[CH:48][CH:47]=1. Product: [F:45][C:46]1[N:51]=[C:50]([CH:52]([CH3:56])[C:53]([NH:14][C:11]2[CH:12]=[CH:13][C:8]([C:6]3[CH:5]=[CH:4][N:3]=[C:2]([CH3:1])[CH:7]=3)=[CH:9][CH:10]=2)=[O:54])[CH:49]=[CH:48][CH:47]=1. The catalyst class is: 85. (4) Reactant: [CH3:1][O:2][CH2:3][CH2:4][N:5]1[CH2:10][CH2:9][N:8]([C:11]2[CH:16]=[CH:15][C:14]([N+:17]([O-])=O)=[CH:13][CH:12]=2)[CH2:7][CH2:6]1.[H][H]. Product: [CH3:1][O:2][CH2:3][CH2:4][N:5]1[CH2:10][CH2:9][N:8]([C:11]2[CH:16]=[CH:15][C:14]([NH2:17])=[CH:13][CH:12]=2)[CH2:7][CH2:6]1. The catalyst class is: 123. (5) Reactant: Cl.[NH2:2][OH:3].C([O-])(=O)C.[Na+].CO.[CH3:11][O:12][C:13]1[CH:18]=[CH:17][C:16]([C:19](=O)[CH2:20][CH3:21])=[CH:15][CH:14]=1. Product: [CH3:11][O:12][C:13]1[CH:18]=[CH:17][C:16]([C:19](=[N:2][OH:3])[CH2:20][CH3:21])=[CH:15][CH:14]=1. The catalyst class is: 6. (6) Reactant: [CH3:1][O:2][C:3]1[CH:4]=[C:5]([NH:11]N=C(C2C=CC=CC=2)C2C=CC=CC=2)[CH:6]=[CH:7][C:8]=1[O:9][CH3:10].[CH3:26][C:27](=O)[CH2:28][CH2:29][CH2:30][CH3:31].CC1C=CC(S(O)(=O)=O)=CC=1.O.C([O-])(O)=O.[Na+]. Product: [CH3:10][O:9][C:8]1[CH:7]=[C:6]2[C:5](=[CH:4][C:3]=1[O:2][CH3:1])[NH:11][C:27]([CH3:26])=[C:28]2[CH2:29][CH2:30][CH3:31]. The catalyst class is: 116. (7) Reactant: [Cl:1][C:2]1[CH:3]=[CH:4][C:5]2[N:11]3[C:12]([CH2:15][C:16]([CH3:19])([CH3:18])[CH3:17])=[N:13][N:14]=[C:10]3[C@@H:9]([CH2:20][CH2:21][OH:22])[O:8][C@H:7]([C:23]3[CH:28]=[CH:27][CH:26]=[C:25]([O:29][CH3:30])[C:24]=3[O:31][CH3:32])[C:6]=2[CH:33]=1.C(N(CC)CC)C.[CH3:41][S:42](Cl)(=[O:44])=[O:43].C(=O)(O)[O-].[Na+]. Product: [CH3:41][S:42]([O:22][CH2:21][CH2:20][C@H:9]1[O:8][C@H:7]([C:23]2[CH:28]=[CH:27][CH:26]=[C:25]([O:29][CH3:30])[C:24]=2[O:31][CH3:32])[C:6]2[CH:33]=[C:2]([Cl:1])[CH:3]=[CH:4][C:5]=2[N:11]2[C:12]([CH2:15][C:16]([CH3:17])([CH3:18])[CH3:19])=[N:13][N:14]=[C:10]12)(=[O:44])=[O:43]. The catalyst class is: 4. (8) Reactant: [O:1]1[C:6]2[CH:7]=[CH:8][C:9]([C:11]3[C:16]([F:17])=[CH:15][CH:14]=[C:13]([C:18]([F:21])([F:20])[F:19])[C:12]=3[C:22](=[O:27])[C:23]([O:25][CH3:26])=[O:24])=[CH:10][C:5]=2[CH2:4][CH2:3][CH2:2]1.[BH4-].[Na+].O. Product: [O:1]1[C:6]2[CH:7]=[CH:8][C:9]([C:11]3[C:16]([F:17])=[CH:15][CH:14]=[C:13]([C:18]([F:19])([F:20])[F:21])[C:12]=3[CH:22]([OH:27])[C:23]([O:25][CH3:26])=[O:24])=[CH:10][C:5]=2[CH2:4][CH2:3][CH2:2]1. The catalyst class is: 57.